From a dataset of Forward reaction prediction with 1.9M reactions from USPTO patents (1976-2016). Predict the product of the given reaction. (1) Given the reactants [Cl-].[Ce+3].[Cl-].[Cl-].[BH4-:5].[Na+].[C:7]([C:11]1[CH:12]=[C:13]([PH:21](=O)[C:22]2[CH:27]=[C:26]([C:28]([CH3:31])([CH3:30])[CH3:29])[CH:25]=[C:24]([C:32]([CH3:35])([CH3:34])[CH3:33])[CH:23]=2)[CH:14]=[C:15]([C:17]([CH3:20])([CH3:19])[CH3:18])[CH:16]=1)([CH3:10])([CH3:9])[CH3:8].[H-].[Al+3].[Li+].[H-].[H-].[H-].Cl, predict the reaction product. The product is: [C:17]([C:15]1[CH:14]=[C:13]([PH:21][C:22]2[CH:27]=[C:26]([C:28]([CH3:31])([CH3:30])[CH3:29])[CH:25]=[C:24]([C:32]([CH3:35])([CH3:34])[CH3:33])[CH:23]=2)[CH:12]=[C:11]([C:7]([CH3:10])([CH3:9])[CH3:8])[CH:16]=1)([CH3:18])([CH3:19])[CH3:20].[BH3:5]. (2) Given the reactants [Cl:1][C:2]1[CH:7]=[C:6]([C:8]([F:11])([F:10])[F:9])[N:5]=[C:4]([C:12]2[CH:13]=[N:14][CH:15]=[CH:16][CH:17]=2)[N:3]=1.[CH3:18][O:19][C:20]1[CH:21]=[C:22]([CH:24]=[C:25]([O:27][CH3:28])[CH:26]=1)[NH2:23], predict the reaction product. The product is: [ClH:1].[CH3:28][O:27][C:25]1[CH:24]=[C:22]([CH:21]=[C:20]([O:19][CH3:18])[CH:26]=1)[NH:23][C:2]1[CH:7]=[C:6]([C:8]([F:11])([F:10])[F:9])[N:5]=[C:4]([C:12]2[CH:13]=[N:14][CH:15]=[CH:16][CH:17]=2)[N:3]=1. (3) Given the reactants [OH:1][C:2]([C:5]1[CH:10]=[CH:9][C:8]([CH2:11][C:12]([OH:14])=O)=[CH:7][CH:6]=1)([CH3:4])[CH3:3].Cl.Cl.[F:17][C:18]([F:31])([F:30])[CH2:19][O:20][C:21]1[CH:22]=[CH:23][C:24]([C@H:27]([NH2:29])[CH3:28])=[N:25][CH:26]=1.C(Cl)CCl.ON1C2N=CC=CC=2N=N1.C(N(CC)C(C)C)(C)C, predict the reaction product. The product is: [OH:1][C:2]([C:5]1[CH:6]=[CH:7][C:8]([CH2:11][C:12]([NH:29][C@@H:27]([C:24]2[CH:23]=[CH:22][C:21]([O:20][CH2:19][C:18]([F:31])([F:17])[F:30])=[CH:26][N:25]=2)[CH3:28])=[O:14])=[CH:9][CH:10]=1)([CH3:3])[CH3:4]. (4) Given the reactants C(O[C:6](=O)[NH:7][C:8]1[C:13]([CH3:14])=[CH:12][CH:11]=[CH:10][N:9]=1)(C)(C)C.[Li]CCCC.[F:21][C:22]([F:30])([F:29])C(N(OC)C)=O.Cl, predict the reaction product. The product is: [F:21][C:22]([F:30])([F:29])[C:6]1[NH:7][C:8]2=[N:9][CH:10]=[CH:11][CH:12]=[C:13]2[CH:14]=1. (5) Given the reactants [OH:1][C@H:2]([C:27]1[CH:32]=[CH:31][CH:30]=[CH:29][CH:28]=1)[CH2:3][NH:4][C:5]1[CH:10]=[CH:9][C:8]([CH2:11][CH2:12][NH:13][CH2:14][C@H:15]([OH:26])[C:16]2[CH:21]=[CH:20][C:19]([OH:22])=[C:18]([NH:23][CH:24]=[O:25])[CH:17]=2)=[CH:7][CH:6]=1.[Cl:33]Cl.O, predict the reaction product. The product is: [ClH:33].[OH:1][C@H:2]([C:27]1[CH:28]=[CH:29][CH:30]=[CH:31][CH:32]=1)[CH2:3][NH:4][C:5]1[CH:10]=[CH:9][C:8]([CH2:11][CH2:12][NH:13][CH2:14][C@H:15]([OH:26])[C:16]2[CH:21]=[CH:20][C:19]([OH:22])=[C:18]([NH:23][CH:24]=[O:25])[CH:17]=2)=[CH:7][CH:6]=1.[OH:1][C@H:2]([C:27]1[CH:28]=[CH:29][CH:30]=[CH:31][CH:32]=1)[CH2:3][NH:4][C:5]1[CH:10]=[CH:9][C:8]([CH2:11][CH2:12][NH:13][CH2:14][C@H:15]([OH:26])[C:16]2[CH:21]=[CH:20][C:19]([OH:22])=[C:18]([NH:23][CH:24]=[O:25])[CH:17]=2)=[CH:7][CH:6]=1. (6) The product is: [F:1][C:2]1[CH:7]=[CH:6][C:5]([C@H:8]2[CH2:13][C@@H:12]([OH:14])[CH2:11][CH2:10][NH:9]2)=[C:4]([CH3:15])[CH:3]=1. Given the reactants [F:1][C:2]1[CH:7]=[CH:6][C:5]([CH:8]2[CH2:13][CH:12]([OH:14])[CH2:11][CH2:10][NH:9]2)=[C:4]([CH3:15])[CH:3]=1.S(N[C@@H](C(O)=O)CC1C=CC=CC=1)(C1C=CC(C)=CC=1)(=O)=O, predict the reaction product. (7) Given the reactants [CH3:1][O:2][C:3](=[O:15])[C:4]1[CH:13]=[C:12]([I:14])[CH:11]=[C:6]([C:7]([O:9]C)=[O:8])[CH:5]=1.[OH-].[Na+].Cl, predict the reaction product. The product is: [CH3:1][O:2][C:3](=[O:15])[C:4]1[CH:13]=[C:12]([I:14])[CH:11]=[C:6]([C:7]([OH:9])=[O:8])[CH:5]=1.